This data is from Forward reaction prediction with 1.9M reactions from USPTO patents (1976-2016). The task is: Predict the product of the given reaction. The product is: [CH2:30]([O:29][CH2:28][C:13]1[N:14]([CH2:15][CH:16]2[O:20][N:19]([CH3:21])[CH:18]([C:22]3[CH:27]=[CH:26][CH:25]=[CH:24][CH:23]=3)[CH2:17]2)[C:10]2[C:9]3[CH:8]=[CH:7][CH:6]=[CH:5][C:4]=3[N:3]=[C:2]([NH2:32])[C:11]=2[N:12]=1)[CH3:31]. Given the reactants Cl[C:2]1[C:11]2[N:12]=[C:13]([CH2:28][O:29][CH2:30][CH3:31])[N:14]([CH2:15][CH:16]3[O:20][N:19]([CH3:21])[CH:18]([C:22]4[CH:27]=[CH:26][CH:25]=[CH:24][CH:23]=4)[CH2:17]3)[C:10]=2[C:9]2[CH:8]=[CH:7][CH:6]=[CH:5][C:4]=2[N:3]=1.[NH3:32], predict the reaction product.